This data is from Reaction yield outcomes from USPTO patents with 853,638 reactions. The task is: Predict the reaction yield, written as a fraction of the theoretical maximum amount of product (1.0 means a 100% yield; for example, 0.34 means a 34% yield). The reactants are [Cl:1][C:2]1[N:7]=[C:6]([NH:8][CH3:9])[C:5]([N+:10]([O-])=O)=[C:4]([CH3:13])[CH:3]=1.[NH4+].[Cl-]. The catalyst is CCO.[Fe]. The product is [Cl:1][C:2]1[N:7]=[C:6]([NH:8][CH3:9])[C:5]([NH2:10])=[C:4]([CH3:13])[CH:3]=1. The yield is 0.780.